From a dataset of Forward reaction prediction with 1.9M reactions from USPTO patents (1976-2016). Predict the product of the given reaction. (1) Given the reactants [O:1]=[C:2]1[CH2:7][NH:6][CH2:5][CH2:4][N:3]1[CH2:8][C:9]([OH:11])=[O:10].[C:12]([O:16][C:17](=[O:22])[NH:18][CH2:19][CH:20]=O)([CH3:15])([CH3:14])[CH3:13], predict the reaction product. The product is: [C:12]([O:16][C:17]([NH:18][CH2:19][CH2:20][N:6]1[CH2:5][CH2:4][N:3]([CH2:8][C:9]([OH:11])=[O:10])[C:2](=[O:1])[CH2:7]1)=[O:22])([CH3:15])([CH3:14])[CH3:13]. (2) Given the reactants [Cl:1][C:2]1[C:11]2[O:10][CH:9]([C:12]([F:15])([F:14])[F:13])[C:8]([C:16]([OH:18])=[O:17])=[CH:7][C:6]=2[CH:5]=[C:4]([CH3:19])[CH:3]=1.ClC1C2OC(C(F)(F)F)C(C(O)=O)=CC=2C=C(OC)C=1, predict the reaction product. The product is: [Cl:1][C:2]1[CH:3]=[C:4]([CH3:19])[C:5]2[O:10][CH:9]([C:12]([F:15])([F:14])[F:13])[C:8]([C:16]([OH:18])=[O:17])=[CH:7][C:6]=2[CH:11]=1. (3) Given the reactants Cl.[Br:2][C:3]1[CH:8]=[CH:7][C:6]([C:9]2[N:13]([CH2:14][C@@H:15]3[CH2:19][CH2:18][NH:17][CH2:16]3)[N:12]=[N:11][N:10]=2)=[CH:5][CH:4]=1.CCN(C(C)C)C(C)C.[CH:29]1([C:32](Cl)=[O:33])[CH2:31][CH2:30]1, predict the reaction product. The product is: [Br:2][C:3]1[CH:4]=[CH:5][C:6]([C:9]2[N:13]([CH2:14][C@@H:15]3[CH2:19][CH2:18][N:17]([C:32]([CH:29]4[CH2:31][CH2:30]4)=[O:33])[CH2:16]3)[N:12]=[N:11][N:10]=2)=[CH:7][CH:8]=1. (4) Given the reactants [F:1][C:2]([F:33])([F:32])[C:3]1[CH:27]=[C:26]([C:28]([F:31])([F:30])[F:29])[CH:25]=[CH:24][C:4]=1[CH2:5][N:6]1[C:14]2[C:9](=[CH:10][C:11]([CH:15]=[C:16]3[S:20][C:19](SC)=[N:18][C:17]3=[O:23])=[CH:12][CH:13]=2)[CH:8]=[N:7]1.[CH3:34][O:35][CH2:36][CH2:37][N:38]1[CH2:43][CH2:42][NH:41][CH2:40][CH2:39]1, predict the reaction product. The product is: [F:32][C:2]([F:1])([F:33])[C:3]1[CH:27]=[C:26]([C:28]([F:30])([F:31])[F:29])[CH:25]=[CH:24][C:4]=1[CH2:5][N:6]1[C:14]2[C:9](=[CH:10][C:11]([CH:15]=[C:16]3[S:20][C:19]([N:41]4[CH2:42][CH2:43][N:38]([CH2:37][CH2:36][O:35][CH3:34])[CH2:39][CH2:40]4)=[N:18][C:17]3=[O:23])=[CH:12][CH:13]=2)[CH:8]=[N:7]1. (5) Given the reactants Br[CH2:2][C:3]1[C:8]2[CH:9]=[CH:10][C:11]([O:13][C:14](=[O:18])[N:15]([CH3:17])[CH3:16])=[CH:12][C:7]=2[O:6][C:5](=[O:19])[C:4]=1[CH2:20][C:21]1[CH:26]=[CH:25][CH:24]=[C:23]([N+:27]([O-:29])=[O:28])[C:22]=1[F:30].[F-:31].[K+].C1OCCOCCOCCOCCOCCOC1.Cl, predict the reaction product. The product is: [F:31][CH2:2][C:3]1[C:8]2[CH:9]=[CH:10][C:11]([O:13][C:14](=[O:18])[N:15]([CH3:17])[CH3:16])=[CH:12][C:7]=2[O:6][C:5](=[O:19])[C:4]=1[CH2:20][C:21]1[CH:26]=[CH:25][CH:24]=[C:23]([N+:27]([O-:29])=[O:28])[C:22]=1[F:30]. (6) Given the reactants [NH2:1][C:2]1[CH:7]=[CH:6][C:5]([CH2:8][C:9]([O:11][CH2:12][CH3:13])=[O:10])=[CH:4][C:3]=1C.C(N(CC)CC)C.[CH3:22][O:23][C:24]1[CH:29]=[CH:28][CH:27]=[CH:26][C:25]=1[N:30]=[C:31]=[O:32], predict the reaction product. The product is: [CH3:22][O:23][C:24]1[CH:29]=[CH:28][CH:27]=[CH:26][C:25]=1[NH:30][C:31](=[O:32])[NH:1][C:2]1[CH:3]=[CH:4][C:5]([CH2:8][C:9]([O:11][CH2:12][CH3:13])=[O:10])=[CH:6][CH:7]=1. (7) Given the reactants [Br:1][C:2]1[CH:3]=[N:4][N:5]2[C:10](Cl)=[C:9]([C:12]([O:14][CH2:15][CH3:16])=[O:13])[CH:8]=[N:7][C:6]=12.[CH3:17][C:18]1[CH:24]=[CH:23][C:22]([CH3:25])=[CH:21][C:19]=1[NH2:20], predict the reaction product. The product is: [Br:1][C:2]1[CH:3]=[N:4][N:5]2[C:10]([NH:20][C:19]3[CH:21]=[C:22]([CH3:25])[CH:23]=[CH:24][C:18]=3[CH3:17])=[C:9]([C:12]([O:14][CH2:15][CH3:16])=[O:13])[CH:8]=[N:7][C:6]=12. (8) Given the reactants [NH2:1][C:2]1[CH:7]=[CH:6][C:5]([C:8]2[C:16]3[C:11](=[N:12][CH:13]=[CH:14][CH:15]=3)[NH:10][C:9]=2[C:17]([NH2:19])=[O:18])=[CH:4][CH:3]=1.[F:20][C:21]1[CH:26]=[CH:25][C:24]([N:27]=[C:28]=[O:29])=[CH:23][CH:22]=1, predict the reaction product. The product is: [F:20][C:21]1[CH:26]=[CH:25][C:24]([NH:27][C:28](=[O:29])[NH:1][C:2]2[CH:3]=[CH:4][C:5]([C:8]3[C:16]4[C:11](=[N:12][CH:13]=[CH:14][CH:15]=4)[NH:10][C:9]=3[C:17]([NH2:19])=[O:18])=[CH:6][CH:7]=2)=[CH:23][CH:22]=1.